This data is from NCI-60 drug combinations with 297,098 pairs across 59 cell lines. The task is: Regression. Given two drug SMILES strings and cell line genomic features, predict the synergy score measuring deviation from expected non-interaction effect. (1) Drug 1: CC1C(C(CC(O1)OC2CC(CC3=C2C(=C4C(=C3O)C(=O)C5=C(C4=O)C(=CC=C5)OC)O)(C(=O)C)O)N)O.Cl. Drug 2: C1=NC2=C(N1)C(=S)N=CN2. Cell line: SF-539. Synergy scores: CSS=8.90, Synergy_ZIP=-12.7, Synergy_Bliss=-22.4, Synergy_Loewe=-26.5, Synergy_HSA=-20.0. (2) Synergy scores: CSS=7.82, Synergy_ZIP=0.361, Synergy_Bliss=3.55, Synergy_Loewe=0.300, Synergy_HSA=1.56. Drug 1: CCCS(=O)(=O)NC1=C(C(=C(C=C1)F)C(=O)C2=CNC3=C2C=C(C=N3)C4=CC=C(C=C4)Cl)F. Drug 2: C1CCC(C1)C(CC#N)N2C=C(C=N2)C3=C4C=CNC4=NC=N3. Cell line: EKVX. (3) Drug 1: CC1=C(C=C(C=C1)C(=O)NC2=CC(=CC(=C2)C(F)(F)F)N3C=C(N=C3)C)NC4=NC=CC(=N4)C5=CN=CC=C5. Drug 2: CC1=C2C(C(=O)C3(C(CC4C(C3C(C(C2(C)C)(CC1OC(=O)C(C(C5=CC=CC=C5)NC(=O)C6=CC=CC=C6)O)O)OC(=O)C7=CC=CC=C7)(CO4)OC(=O)C)O)C)OC(=O)C. Cell line: RXF 393. Synergy scores: CSS=33.7, Synergy_ZIP=10.2, Synergy_Bliss=16.2, Synergy_Loewe=4.88, Synergy_HSA=11.8.